From a dataset of NCI-60 drug combinations with 297,098 pairs across 59 cell lines. Regression. Given two drug SMILES strings and cell line genomic features, predict the synergy score measuring deviation from expected non-interaction effect. (1) Drug 1: CC12CCC(CC1=CCC3C2CCC4(C3CC=C4C5=CN=CC=C5)C)O. Drug 2: CC1=C(C(=O)C2=C(C1=O)N3CC4C(C3(C2COC(=O)N)OC)N4)N. Cell line: SN12C. Synergy scores: CSS=26.5, Synergy_ZIP=6.47, Synergy_Bliss=4.11, Synergy_Loewe=-10.4, Synergy_HSA=3.24. (2) Drug 1: CN(C)C1=NC(=NC(=N1)N(C)C)N(C)C. Drug 2: C1CCC(C(C1)N)N.C(=O)(C(=O)[O-])[O-].[Pt+4]. Cell line: MALME-3M. Synergy scores: CSS=7.33, Synergy_ZIP=-1.52, Synergy_Bliss=1.58, Synergy_Loewe=-23.7, Synergy_HSA=-3.71.